This data is from Forward reaction prediction with 1.9M reactions from USPTO patents (1976-2016). The task is: Predict the product of the given reaction. (1) Given the reactants [F:1][C:2]([F:36])([F:35])[O:3][C:4]1[CH:5]=[C:6]([CH:32]=[CH:33][CH:34]=1)[O:7][CH:8]([CH2:30][CH3:31])[C:9]([N:11]1[CH2:16][C:15](=[O:17])[N:14](COCC[Si](C)(C)C)[C:13]2[CH:26]=[CH:27][CH:28]=[N:29][C:12]1=2)=[O:10].O.C1(C)C=CC=CC=1, predict the reaction product. The product is: [F:36][C:2]([F:1])([F:35])[O:3][C:4]1[CH:5]=[C:6]([CH:32]=[CH:33][CH:34]=1)[O:7][CH:8]([CH2:30][CH3:31])[C:9]([N:11]1[CH2:16][C:15](=[O:17])[NH:14][C:13]2[CH:26]=[CH:27][CH:28]=[N:29][C:12]1=2)=[O:10]. (2) Given the reactants [CH2:1]([O:3][C:4](=[O:17])[C:5]1[CH:10]=[C:9]([N+:11]([O-])=O)[C:8]([NH:14][CH3:15])=[CH:7][C:6]=1[F:16])[CH3:2], predict the reaction product. The product is: [CH2:1]([O:3][C:4](=[O:17])[C:5]1[CH:10]=[C:9]([NH2:11])[C:8]([NH:14][CH3:15])=[CH:7][C:6]=1[F:16])[CH3:2].